Dataset: Full USPTO retrosynthesis dataset with 1.9M reactions from patents (1976-2016). Task: Predict the reactants needed to synthesize the given product. Given the product [CH3:1][S:2]([C:5]1[CH:6]=[CH:7][C:8]([O:14][C@H:15]([CH3:20])[C:16]([F:19])([F:18])[F:17])=[C:9]([C:10]([N:35]2[CH2:36][CH2:37][N:32]([C:25]3[S:26][C:27]([C:28]([F:31])([F:29])[F:30])=[C:23]([CH3:22])[N:24]=3)[CH2:33][CH2:34]2)=[O:12])[CH:13]=1)(=[O:3])=[O:4], predict the reactants needed to synthesize it. The reactants are: [CH3:1][S:2]([C:5]1[CH:6]=[CH:7][C:8]([O:14][C@H:15]([CH3:20])[C:16]([F:19])([F:18])[F:17])=[C:9]([CH:13]=1)[C:10]([OH:12])=O)(=[O:4])=[O:3].Cl.[CH3:22][C:23]1[N:24]=[C:25]([N:32]2[CH2:37][CH2:36][NH:35][CH2:34][CH2:33]2)[S:26][C:27]=1[C:28]([F:31])([F:30])[F:29].